From a dataset of Reaction yield outcomes from USPTO patents with 853,638 reactions. Predict the reaction yield, written as a fraction of the theoretical maximum amount of product (1.0 means a 100% yield; for example, 0.34 means a 34% yield). The reactants are C12(C3C=CC(OCC(N[C:20]4[CH:21]=[C:22]([CH:26]=[CH:27][CH:28]=4)[C:23](O)=[O:24])=O)=CC=3)CC3CC(CC(C3)C1)C2.[Cl:31][C:32]1[CH:38]=[CH:37][C:35]([NH2:36])=[CH:34][CH:33]=1.CCN(C(C)C)C(C)C.C(Cl)CCl.C1C=CC2N(O)N=NC=2C=1. The catalyst is CN(C=O)C.C(OCC)(=O)C. The product is [Cl:31][C:32]1[CH:38]=[CH:37][C:35]([NH:36][C:23](=[O:24])[C:22]2[CH:26]=[CH:27][CH:28]=[CH:20][CH:21]=2)=[CH:34][CH:33]=1. The yield is 0.590.